From a dataset of Full USPTO retrosynthesis dataset with 1.9M reactions from patents (1976-2016). Predict the reactants needed to synthesize the given product. (1) The reactants are: [Cl-].[CH2:2]([N+:9]1[CH:14]=[CH:13][C:12]([C:15]([CH:17]2[CH2:25][C:24]3[C:19](=[CH:20][C:21]([O:28][CH3:29])=[C:22]([O:26][CH3:27])[CH:23]=3)[C:18]2=[O:30])=[O:16])=[CH:11][CH:10]=1)[C:3]1[CH:8]=[CH:7][CH:6]=[CH:5][CH:4]=1. Given the product [CH2:2]([N:9]1[CH2:14][CH2:13][CH:12]([CH:15]([OH:16])[CH:17]2[CH2:25][C:24]3[C:19](=[CH:20][C:21]([O:28][CH3:29])=[C:22]([O:26][CH3:27])[CH:23]=3)[C:18]2=[O:30])[CH2:11][CH2:10]1)[C:3]1[CH:4]=[CH:5][CH:6]=[CH:7][CH:8]=1, predict the reactants needed to synthesize it. (2) Given the product [Br:1][C:2]1[CH:3]=[C:4]([C:14]([NH:17][CH2:18][C:19]2[C:20](=[O:28])[NH:21][C:22]([CH3:27])=[CH:23][C:24]=2[CH2:25][CH3:26])=[O:16])[C:5]2[CH:6]=[N:7][N:8]([CH:11]([CH3:12])[CH3:13])[C:9]=2[CH:10]=1, predict the reactants needed to synthesize it. The reactants are: [Br:1][C:2]1[CH:3]=[C:4]([C:14]([OH:16])=O)[C:5]2[CH:6]=[N:7][N:8]([CH:11]([CH3:13])[CH3:12])[C:9]=2[CH:10]=1.[NH2:17][CH2:18][C:19]1[C:20](=[O:28])[NH:21][C:22]([CH3:27])=[CH:23][C:24]=1[CH2:25][CH3:26].Cl.ON1C2N=CC=CC=2N=N1.CN1CCOCC1.C(Cl)CCl.C([O-])([O-])=O.[K+].[K+]. (3) Given the product [CH2:1]([O:4][C:5]1[CH:6]=[CH:7][C:8]([CH:11]2[CH2:16][CH2:15][N:14]([C:17]([O:19][C:20]([CH3:23])([CH3:22])[CH3:21])=[O:18])[CH2:13][CH:12]2[O:24][CH2:31][C:30]2[CH:33]=[CH:34][C:27]([S:26][CH3:25])=[CH:28][CH:29]=2)=[CH:9][CH:10]=1)[CH:2]=[CH2:3], predict the reactants needed to synthesize it. The reactants are: [CH2:1]([O:4][C:5]1[CH:10]=[CH:9][C:8]([CH:11]2[CH2:16][CH2:15][N:14]([C:17]([O:19][C:20]([CH3:23])([CH3:22])[CH3:21])=[O:18])[CH2:13][CH:12]2[OH:24])=[CH:7][CH:6]=1)[CH:2]=[CH2:3].[CH3:25][S:26][C:27]1[CH:34]=[CH:33][C:30]([CH2:31]Cl)=[CH:29][CH:28]=1. (4) Given the product [CH3:32][O:33][C:34]([C:36]1[C:44]2[C:39](=[CH:40][CH:41]=[CH:42][CH:43]=2)[N:38]([C:14]2[CH:15]=[N:16][C:17]3[C:22]([CH:23]=2)=[CH:21][CH:20]=[CH:19][CH:18]=3)[CH:37]=1)=[O:35], predict the reactants needed to synthesize it. The reactants are: CCCCCCCCCCCC.Br[C:14]1[CH:15]=[N:16][C:17]2[C:22]([CH:23]=1)=[CH:21][CH:20]=[CH:19][CH:18]=2.[C@@H]1(N)CCCC[C@H]1N.[CH3:32][O:33][C:34]([C:36]1[C:44]2[C:39](=[CH:40][CH:41]=[CH:42][CH:43]=2)[NH:38][CH:37]=1)=[O:35].P([O-])([O-])([O-])=O.[K+].[K+].[K+]. (5) Given the product [CH3:12][CH:11]1[O:10][CH2:9][CH2:8][NH:7][CH:6]1[C:4]([OH:5])=[O:3], predict the reactants needed to synthesize it. The reactants are: C([O:3][C:4]([CH:6]1[CH:11]([CH3:12])[O:10][CH2:9][CH2:8][NH:7]1)=[O:5])C.[OH-].[K+].Cl. (6) The reactants are: [CH2:1]([C:3]1[S:7][C:6]([N:8]=[CH:9]OCC)=[C:5]([C:13]#[N:14])[CH:4]=1)[CH3:2].[NH3:15]. Given the product [CH2:1]([C:3]1[S:7][C:6]2[N:8]=[CH:9][N:15]=[C:13]([NH2:14])[C:5]=2[CH:4]=1)[CH3:2], predict the reactants needed to synthesize it.